Dataset: Forward reaction prediction with 1.9M reactions from USPTO patents (1976-2016). Task: Predict the product of the given reaction. (1) Given the reactants Br[C:2]1[S:3][C:4]([C:7]([O:9][CH3:10])=[O:8])=[CH:5][N:6]=1.[F:11][C:12]([F:28])([F:27])[C:13]1[CH:26]=[CH:25][CH:24]=[CH:23][C:14]=1[C:15]([N:17]1[CH2:22][CH2:21][NH:20][CH2:19][CH2:18]1)=[O:16].C1CCN2C(=NCCC2)CC1, predict the reaction product. The product is: [F:28][C:12]([F:11])([F:27])[C:13]1[CH:26]=[CH:25][CH:24]=[CH:23][C:14]=1[C:15]([N:17]1[CH2:18][CH2:19][N:20]([C:2]2[S:3][C:4]([C:7]([O:9][CH3:10])=[O:8])=[CH:5][N:6]=2)[CH2:21][CH2:22]1)=[O:16]. (2) Given the reactants [CH3:1][O:2][C:3]1[CH:8]=[C:7]([N:9]2[CH2:14][CH2:13][O:12][CH2:11][CH2:10]2)[C:6]([N+:15]([O-])=O)=[CH:5][C:4]=1[NH:18][C:19]1[N:24]=[C:23]([N:25]2[CH:29]=[C:28]([CH:30]=O)[C:27]([C:32]3[CH:37]=[CH:36][N:35]=[CH:34][CH:33]=3)=[N:26]2)[CH:22]=[CH:21][N:20]=1.Cl.[CH3:39][NH:40][CH3:41], predict the reaction product. The product is: [CH3:39][N:40]([CH2:30][C:28]1[C:27]([C:32]2[CH:37]=[CH:36][N:35]=[CH:34][CH:33]=2)=[N:26][N:25]([C:23]2[CH:22]=[CH:21][N:20]=[C:19]([NH:18][C:4]3[C:3]([O:2][CH3:1])=[CH:8][C:7]([N:9]4[CH2:10][CH2:11][O:12][CH2:13][CH2:14]4)=[C:6]([NH:15][C:3](=[O:2])[CH:4]=[CH2:5])[CH:5]=3)[N:24]=2)[CH:29]=1)[CH3:41]. (3) The product is: [Cl:32][C:22]1[CH:23]=[CH:24][C:19]([CH2:18][CH2:17][N:16]([C@H:25]2[CH2:26][CH2:27][C@H:28]([CH3:31])[CH2:29][CH2:30]2)[C:14](=[O:15])[NH:13][C:11]2[S:12][C:8]([S:7][C:2]([CH3:1])([CH3:6])[C:3]([OH:5])=[O:4])=[CH:9][N:10]=2)=[CH:20][CH:21]=1. Given the reactants [CH3:1][C:2]([S:7][C:8]1[S:12][C:11]([NH:13][C:14]([N:16]([C@H:25]2[CH2:30][CH2:29][C@H:28]([CH3:31])[CH2:27][CH2:26]2)[CH2:17][CH2:18][C:19]2[CH:24]=[CH:23][CH:22]=[CH:21][CH:20]=2)=[O:15])=[N:10][CH:9]=1)([CH3:6])[C:3]([OH:5])=[O:4].[Cl:32]C1C=CC(CCI)=CC=1.C(OC(=O)C(SC1SC(N)=NC=1)(C)C)C, predict the reaction product. (4) Given the reactants [Br:1][C:2]1[CH:9]=[CH:8][C:5]([CH2:6][OH:7])=[CH:4][CH:3]=1.[H-].[Na+].Br[CH:13]([CH2:18][CH:19]([CH3:21])[CH3:20])[C:14]([O:16][CH3:17])=[O:15], predict the reaction product. The product is: [Br:1][C:2]1[CH:9]=[CH:8][C:5]([CH2:6][O:7][CH:13]([CH2:18][CH:19]([CH3:21])[CH3:20])[C:14]([O:16][CH3:17])=[O:15])=[CH:4][CH:3]=1. (5) The product is: [CH3:16][N:14]1[CH2:15][C@@H:5]2[C@H:6]([C:7]3[CH:12]=[CH:11][CH:10]=[CH:9][C:8]=3[CH2:2][NH:3][CH2:4]2)[CH2:13]1. Given the reactants O=[C:2]1[C:8]2[CH:9]=[CH:10][CH:11]=[CH:12][C:7]=2[C@@H:6]2[CH2:13][N:14]([C:16](OC(C)(C)C)=O)[CH2:15][C@H:5]2[CH2:4][NH:3]1.[H-].[Al+3].[Li+].[H-].[H-].[H-].O, predict the reaction product. (6) The product is: [CH3:1][S:2][C:3]1[CH:8]=[CH:7][CH:6]=[CH:5][C:4]=1[C:9]1([C:10]#[N:11])[CH2:17][CH2:16][C:15](=[O:19])[CH2:23][CH2:22]1. Given the reactants [CH3:1][S:2][C:3]1[CH:8]=[CH:7][CH:6]=[CH:5][C:4]=1[CH2:9][C:10]#[N:11].C[O-].[Na+].[C:15]([O:19]C)(=O)[CH:16]=[CH2:17].Cl.[CH2:22]1COC[CH2:23]1, predict the reaction product.